From a dataset of Full USPTO retrosynthesis dataset with 1.9M reactions from patents (1976-2016). Predict the reactants needed to synthesize the given product. Given the product [Cl:40][CH2:2][C:3]1[N:8]=[C:7]([C:9]2[CH:22]=[CH:21][C:20]3[C:11](=[C:12]4[C:17](=[CH:18][CH:19]=3)[CH:16]=[CH:15][C:14]([C:23]3[CH:28]=[CH:27][CH:26]=[C:25]([CH2:48][Cl:50])[N:24]=3)=[N:13]4)[N:10]=2)[CH:6]=[CH:5][CH:4]=1, predict the reactants needed to synthesize it. The reactants are: O[CH2:2][C:3]1[N:8]=[C:7]([C:9]2[CH:22]=[CH:21][C:20]3[C:11](=[C:12]4[C:17](=[CH:18][CH:19]=3)[CH:16]=[CH:15][C:14]([C:23]3[CH:28]=[CH:27][CH:26]=[C:25](CO)[N:24]=3)=[N:13]4)[N:10]=2)[CH:6]=[CH:5][CH:4]=1.C(N(CC)CC)C.S(Cl)([Cl:40])=O.C(=O)([O-])[O-].[Na+].[Na+].[CH2:48]([Cl:50])Cl.